Task: Predict the reactants needed to synthesize the given product.. Dataset: Full USPTO retrosynthesis dataset with 1.9M reactions from patents (1976-2016) (1) The reactants are: F[P-](F)(F)(F)(F)F.N1(OC(N(C)C)=[N+](C)C)C2N=CC=CC=2N=N1.[NH2:25][C:26]([NH:28][C:29]1[S:30][C:31]([C:35]2[CH:43]=[CH:42][C:38]([C:39]([OH:41])=O)=[CH:37][CH:36]=2)=[C:32]([CH3:34])[N:33]=1)=[NH:27].[OH:44][C:45]1[CH:50]=[CH:49][CH:48]=[CH:47][C:46]=1[N:51]1[CH2:56][CH2:55][NH:54][CH2:53][CH2:52]1. Given the product [OH:44][C:45]1[CH:50]=[CH:49][CH:48]=[CH:47][C:46]=1[N:51]1[CH2:56][CH2:55][N:54]([C:39]([C:38]2[CH:37]=[CH:36][C:35]([C:31]3[S:30][C:29]([NH:28][C:26]([NH2:25])=[NH:27])=[N:33][C:32]=3[CH3:34])=[CH:43][CH:42]=2)=[O:41])[CH2:53][CH2:52]1, predict the reactants needed to synthesize it. (2) Given the product [NH:1]1[C:5]([C:6]2[CH:7]=[CH:8][C:9]3[C:10]4[S:30][CH:29]=[CH:28][C:11]=4[C:12]([NH:16][C:17]4[CH:18]=[C:19]([CH:25]=[CH:26][CH:27]=4)[C:20]([OH:22])=[O:21])=[N:13][C:14]=3[CH:15]=2)=[N:4][N:3]=[N:2]1, predict the reactants needed to synthesize it. The reactants are: [NH:1]1[C:5]([C:6]2[CH:7]=[CH:8][C:9]3[C:10]4[S:30][CH:29]=[CH:28][C:11]=4[C:12]([NH:16][C:17]4[CH:18]=[C:19]([CH:25]=[CH:26][CH:27]=4)[C:20]([O:22]CC)=[O:21])=[N:13][C:14]=3[CH:15]=2)=[N:4][N:3]=[N:2]1.C1COCC1.[OH-].[Li+].Cl. (3) The reactants are: [F:1][C:2]1[CH:9]=[CH:8][CH:7]=[C:6]([OH:10])[C:3]=1[C:4]#[N:5].C(=O)([O-])[O-].[K+].[K+].Br[CH2:18][C:19]([NH2:21])=[O:20].[OH-].[K+]. Given the product [NH2:5][C:4]1[C:3]2[C:2]([F:1])=[CH:9][CH:8]=[CH:7][C:6]=2[O:10][C:18]=1[C:19]([NH2:21])=[O:20], predict the reactants needed to synthesize it.